From a dataset of Peptide-MHC class II binding affinity with 134,281 pairs from IEDB. Regression. Given a peptide amino acid sequence and an MHC pseudo amino acid sequence, predict their binding affinity value. This is MHC class II binding data. (1) The peptide sequence is TKVTFHVVGVGPLLH. The MHC is HLA-DQA10102-DQB10602 with pseudo-sequence HLA-DQA10102-DQB10602. The binding affinity (normalized) is 0.392. (2) The peptide sequence is SQDLELSWNLNGLQIY. The MHC is HLA-DQA10301-DQB10302 with pseudo-sequence HLA-DQA10301-DQB10302. The binding affinity (normalized) is 0.385. (3) The peptide sequence is FETIVVTVDSLPEFK. The MHC is HLA-DPA10201-DPB11401 with pseudo-sequence HLA-DPA10201-DPB11401. The binding affinity (normalized) is 0. (4) The peptide sequence is VKTITNDQIEVTNAT. The MHC is DRB1_0301 with pseudo-sequence DRB1_0301. The binding affinity (normalized) is 0.623.